Dataset: Forward reaction prediction with 1.9M reactions from USPTO patents (1976-2016). Task: Predict the product of the given reaction. (1) Given the reactants [C:1]([O:5][C:6](=[O:19])[NH:7][C@H:8]([CH3:18])[C:9]([N:11]1[O:16][CH:15]2[CH2:17][CH:12]1[CH:13]=[CH:14]2)=[O:10])([CH3:4])([CH3:3])[CH3:2].C[N+]1([O-])CC[O:24]CC1.[OH2:28], predict the reaction product. The product is: [OH:28][CH:14]1[CH:13]([OH:24])[CH:12]2[CH2:17][CH:15]1[O:16][N:11]2[C:9](=[O:10])[C@H:8]([NH:7][C:6](=[O:19])[O:5][C:1]([CH3:4])([CH3:2])[CH3:3])[CH3:18]. (2) Given the reactants [N+:1]([C:4]1[CH:5]=[CH:6][C:7]2[NH:12][C:11](=[O:13])[CH2:10][S:9][C:8]=2[CH:14]=1)([O-:3])=[O:2].C(=O)([O-])[O-].[K+].[K+].Cl.Cl[CH2:23][CH2:24][N:25]([CH3:27])[CH3:26], predict the reaction product. The product is: [CH3:26][N:25]([CH3:27])[CH2:24][CH2:23][N:12]1[C:11](=[O:13])[CH2:10][S:9][C:8]2[CH:14]=[C:4]([N+:1]([O-:3])=[O:2])[CH:5]=[CH:6][C:7]1=2. (3) Given the reactants [F:1][CH:2]([F:19])[O:3][C:4]1[C:9]([O:10][CH3:11])=[CH:8][C:7]([C:12]2[O:13][CH:14]=[CH:15][CH:16]=2)=[CH:6][C:5]=1[O:17][CH3:18].CON(C)[C:23](=[O:39])[CH:24]([O:37][CH3:38])[C:25]1[CH:30]=[CH:29][C:28]([N:31]2[CH2:36][CH2:35][O:34][CH2:33][CH2:32]2)=[CH:27][CH:26]=1, predict the reaction product. The product is: [F:19][CH:2]([F:1])[O:3][C:4]1[C:9]([O:10][CH3:11])=[CH:8][C:7]([C:12]2[O:13][C:14]([C:23](=[O:39])[CH:24]([O:37][CH3:38])[C:25]3[CH:26]=[CH:27][C:28]([N:31]4[CH2:32][CH2:33][O:34][CH2:35][CH2:36]4)=[CH:29][CH:30]=3)=[CH:15][CH:16]=2)=[CH:6][C:5]=1[O:17][CH3:18]. (4) Given the reactants [F:1][C:2]1[CH:28]=[C:27]([N+:29]([O-])=O)[CH:26]=[CH:25][C:3]=1[O:4][C:5]1[CH:10]=[CH:9][N:8]=[CH:7][C:6]=1[C:11]#[C:12][CH2:13][NH:14][C:15](=[O:24])[CH2:16][N:17]1[CH2:22][CH2:21][CH:20]([OH:23])[CH2:19][CH2:18]1.[NH4+].[Cl-], predict the reaction product. The product is: [NH2:29][C:27]1[CH:26]=[CH:25][C:3]([O:4][C:5]2[CH:10]=[CH:9][N:8]=[CH:7][C:6]=2[C:11]#[C:12][CH2:13][NH:14][C:15](=[O:24])[CH2:16][N:17]2[CH2:22][CH2:21][CH:20]([OH:23])[CH2:19][CH2:18]2)=[C:2]([F:1])[CH:28]=1. (5) The product is: [CH3:1][C:2]1[CH:7]=[CH:6][C:5]([CH3:8])=[CH:4][C:3]=1[CH2:9][C:11]1[CH:16]=[CH:15][CH:14]=[CH:13][C:12]=1[S:17][CH3:18]. Given the reactants [CH3:1][C:2]1[CH:7]=[CH:6][C:5]([CH3:8])=[CH:4][C:3]=1[C:9]([C:11]1[CH:16]=[CH:15][CH:14]=[CH:13][C:12]=1[S:17][CH3:18])=O.C([SiH](CC)CC)C.C(O)(C(F)(F)F)=O, predict the reaction product. (6) Given the reactants [Cl:1][C:2]1[CH:3]=[C:4]([N:9]2[C:13]3=[CH:14][CH2:15][CH2:16][CH2:17][C:12]3([CH2:18][C:19]3[CH:26]=[CH:25][C:22]([C:23]#[N:24])=[CH:21][CH:20]=3)[NH:11][C:10]2=[O:27])[CH:5]=[C:6]([Cl:8])[CH:7]=1.[H-].[Na+].[CH2:30](I)[CH3:31], predict the reaction product. The product is: [Cl:1][C:2]1[CH:3]=[C:4]([N:9]2[C:13]3=[CH:14][CH2:15][CH2:16][CH2:17][C:12]3([CH2:18][C:19]3[CH:20]=[CH:21][C:22]([C:23]#[N:24])=[CH:25][CH:26]=3)[N:11]([CH2:30][CH3:31])[C:10]2=[O:27])[CH:5]=[C:6]([Cl:8])[CH:7]=1. (7) The product is: [O:1]1[C:5]2[C:4](=[CH:9][C:8]3[NH:10][C:12]([SH:13])=[N:11][C:7]=3[CH:6]=2)[O:3][CH2:2]1. Given the reactants [O:1]1[C:5]2[CH:6]=[C:7]([NH2:11])[C:8]([NH2:10])=[CH:9][C:4]=2[O:3][CH2:2]1.[C:12](=S)=[S:13], predict the reaction product. (8) Given the reactants [CH2:1]([P:3]([CH2:6][CH:7]([CH3:10])[CH2:8][OH:9])(=[O:5])[OH:4])[CH3:2].[O-]CCCC.[O-]CCCC.[O-]CCCC.[O-]CCCC.[Ti+4:31], predict the reaction product. The product is: [Ti+4:31].[CH2:1]([P:3]([CH2:6][CH:7]([CH3:10])[CH2:8][OH:9])(=[O:4])[O-:5])[CH3:2].[CH2:1]([P:3]([CH2:6][CH:7]([CH3:10])[CH2:8][OH:9])(=[O:4])[O-:5])[CH3:2].[CH2:1]([P:3]([CH2:6][CH:7]([CH3:10])[CH2:8][OH:9])(=[O:4])[O-:5])[CH3:2].[CH2:1]([P:3]([CH2:6][CH:7]([CH3:10])[CH2:8][OH:9])(=[O:4])[O-:5])[CH3:2].